This data is from NCI-60 drug combinations with 297,098 pairs across 59 cell lines. The task is: Regression. Given two drug SMILES strings and cell line genomic features, predict the synergy score measuring deviation from expected non-interaction effect. Drug 1: CN1CCC(CC1)COC2=C(C=C3C(=C2)N=CN=C3NC4=C(C=C(C=C4)Br)F)OC. Drug 2: C1=NC2=C(N1)C(=S)N=CN2. Cell line: SR. Synergy scores: CSS=-0.765, Synergy_ZIP=-18.0, Synergy_Bliss=-36.5, Synergy_Loewe=-59.9, Synergy_HSA=-36.7.